This data is from Reaction yield outcomes from USPTO patents with 853,638 reactions. The task is: Predict the reaction yield, written as a fraction of the theoretical maximum amount of product (1.0 means a 100% yield; for example, 0.34 means a 34% yield). (1) The reactants are C1(P(C2C=CC=CC=2)C2C=CC=CC=2)C=CC=CC=1.C(N(CC)CC)C.[F:27][C:28]1[CH:33]=[C:32](I)[CH:31]=[CH:30][N:29]=1.[F:35][C:36]1[CH:41]=[CH:40][C:39]([CH:42]=[CH2:43])=[CH:38][CH:37]=1. The catalyst is C([O-])(=O)C.[Pd+2].C([O-])(=O)C.C(OCC)(=O)C. The product is [F:27][C:28]1[CH:33]=[C:32](/[CH:43]=[CH:42]/[C:39]2[CH:40]=[CH:41][C:36]([F:35])=[CH:37][CH:38]=2)[CH:31]=[CH:30][N:29]=1. The yield is 0.500. (2) The reactants are [N:1]1[CH:2]=[C:3]([C:10]([O:12][CH2:13][CH3:14])=[O:11])[N:4]2[CH:9]=[CH:8][N:7]=[CH:6][C:5]=12. The catalyst is CO.[Pd]. The product is [N:1]1[CH:2]=[C:3]([C:10]([O:12][CH2:13][CH3:14])=[O:11])[N:4]2[CH2:9][CH2:8][NH:7][CH2:6][C:5]=12. The yield is 0.876. (3) The reactants are IC.[CH3:3][C:4]([N+:14]([O-:16])=[O:15])([CH3:13])[CH2:5][C:6]1[CH:11]=[CH:10][C:9]([OH:12])=[CH:8][CH:7]=1.[C:17](=O)([O-])[O-].[K+].[K+]. The catalyst is O1CCCC1.CN(C)C=O. The product is [CH3:17][O:12][C:9]1[CH:10]=[CH:11][C:6]([CH2:5][C:4]([CH3:3])([N+:14]([O-:16])=[O:15])[CH3:13])=[CH:7][CH:8]=1. The yield is 0.620. (4) The reactants are C([O:3][C:4]([C@@H:6]1[C@@H:8]([C:9](=[O:34])[NH:10][C@@H:11]([CH2:28][C:29]2[N:30]=[CH:31][S:32][CH:33]=2)[C:12]([NH:14][CH2:15][C:16]2[N:17]=[N:18][N:19]([C:21]3[CH:26]=[CH:25][C:24]([F:27])=[CH:23][CH:22]=3)[CH:20]=2)=[O:13])[O:7]1)=[O:5])C.[Li+].[OH-]. No catalyst specified. The product is [F:27][C:24]1[CH:23]=[CH:22][C:21]([N:19]2[CH:20]=[C:16]([CH2:15][NH:14][C:12](=[O:13])[C@@H:11]([NH:10][C:9]([C@H:8]3[O:7][C@@H:6]3[C:4]([OH:5])=[O:3])=[O:34])[CH2:28][C:29]3[N:30]=[CH:31][S:32][CH:33]=3)[N:17]=[N:18]2)=[CH:26][CH:25]=1. The yield is 0.762. (5) The reactants are [C:1]([CH2:4][CH:5]1[C:9]2[C:10]([C:16]([NH:18][C:19]3[C:24]([Cl:25])=[CH:23][N:22]=[CH:21][C:20]=3[Cl:26])=[O:17])=[CH:11][CH:12]=[C:13]([O:14][CH3:15])[C:8]=2[O:7][CH2:6]1)(O)=[O:2].[F:27][C:28]1[CH:35]=[CH:34][C:31]([CH2:32][NH2:33])=[CH:30][CH:29]=1. No catalyst specified. The product is [Cl:26][C:20]1[CH:21]=[N:22][CH:23]=[C:24]([Cl:25])[C:19]=1[NH:18][C:16]([C:10]1[C:9]2[CH:5]([CH2:4][C:1]([NH:33][CH2:32][C:31]3[CH:34]=[CH:35][C:28]([F:27])=[CH:29][CH:30]=3)=[O:2])[CH2:6][O:7][C:8]=2[C:13]([O:14][CH3:15])=[CH:12][CH:11]=1)=[O:17]. The yield is 0.510.